Dataset: hERG Central: cardiac toxicity at 1µM, 10µM, and general inhibition. Task: Predict hERG channel inhibition at various concentrations. (1) The compound is O=P(c1ccccc1)(c1ccccc1)c1nc(-c2ccc(Cl)cc2)oc1N1CCOCC1. Results: hERG_inhib (hERG inhibition (general)): blocker. (2) Results: hERG_inhib (hERG inhibition (general)): blocker. The compound is O=C(Cc1ccccc1)N1CCC(C(=O)N2CCN(c3ccc(F)cc3)CC2)CC1. (3) The drug is Cn1c2ccccc2c(=O)c2c(=O)n(C3CCCCC3)c(-c3cccs3)nc21. Results: hERG_inhib (hERG inhibition (general)): blocker. (4) The compound is COc1cccc(N2CCN(C(=O)Nc3ccc4c(c3)NC(=O)CO4)CC2)c1. Results: hERG_inhib (hERG inhibition (general)): blocker. (5) The drug is COc1ccc2oc(C(=O)NCc3ccccc3CN3CCCC3)c(C)c2c1. Results: hERG_inhib (hERG inhibition (general)): blocker. (6) The molecule is CCc1cc(C(=O)c2ccc(OC)cc2)c(NC(=O)CN2CCN(C)CC2)s1. Results: hERG_inhib (hERG inhibition (general)): blocker.